Dataset: Full USPTO retrosynthesis dataset with 1.9M reactions from patents (1976-2016). Task: Predict the reactants needed to synthesize the given product. Given the product [N:1]1[CH:6]=[CH:5][C:4]([C:7]2[CH:15]=[CH:14][C:10]([CH2:11][OH:12])=[CH:9][CH:8]=2)=[CH:3][CH:2]=1, predict the reactants needed to synthesize it. The reactants are: [N:1]1[CH:6]=[CH:5][C:4]([C:7]2[CH:15]=[CH:14][C:10]([C:11]([O-])=[O:12])=[CH:9][CH:8]=2)=[CH:3][CH:2]=1.[Na+].CN1CCOCC1.ClC(OCC)=O.[BH4-].[Na+].